From a dataset of Full USPTO retrosynthesis dataset with 1.9M reactions from patents (1976-2016). Predict the reactants needed to synthesize the given product. (1) Given the product [NH:1]1[CH2:6][CH2:5][CH2:4][CH:3]([NH:7][C:8](=[O:14])[O:9][C:10]([CH3:12])([CH3:11])[CH3:13])[CH2:2]1, predict the reactants needed to synthesize it. The reactants are: [N:1]1[CH:6]=[CH:5][CH:4]=[C:3]([NH:7][C:8](=[O:14])[O:9][C:10]([CH3:13])([CH3:12])[CH3:11])[CH:2]=1.C(O)(=O)C.[H][H].[OH-].[Na+]. (2) Given the product [CH3:18][S:15]([O:7][CH:4]1[CH2:5][CH2:6][O:1][CH2:2][CH2:3]1)(=[O:17])=[O:16], predict the reactants needed to synthesize it. The reactants are: [O:1]1[CH2:6][CH2:5][CH:4]([OH:7])[CH2:3][CH2:2]1.C(N(CC)CC)C.[S:15](Cl)([CH3:18])(=[O:17])=[O:16].O. (3) Given the product [Cl:1][C:2]1[C:3]([N:18]2[CH2:23][CH2:22][CH:21]([C:24]([OH:26])=[O:25])[CH2:20][CH2:19]2)=[N:4][CH:5]=[C:6]([C:11]2[O:12][C:13]([CH2:16][CH3:17])=[CH:14][N:15]=2)[C:7]=1[N:8]([CH3:10])[CH3:9], predict the reactants needed to synthesize it. The reactants are: [Cl:1][C:2]1[C:3]([N:18]2[CH2:23][CH2:22][CH:21]([C:24]([O-:26])=[O:25])[CH2:20][CH2:19]2)=[N:4][CH:5]=[C:6]([C:11]2[O:12][C:13]([CH2:16][CH3:17])=[CH:14][N:15]=2)[C:7]=1[N:8]([CH3:10])[CH3:9].[OH-].[Li+].[OH-].[Na+]. (4) The reactants are: C(=O)(O)[O-].[Na+].[F:6][C:7]1[CH:8]=[CH:9][C:10]2[N:11]([CH:13]=[N:14][CH:15]=2)[CH:12]=1.[I:16]I. Given the product [F:6][C:7]1[CH:8]=[CH:9][C:10]2[N:11]([CH:13]=[N:14][C:15]=2[I:16])[CH:12]=1, predict the reactants needed to synthesize it. (5) The reactants are: Br[C:2]1[CH:3]=[CH:4][C:5]2[O:11][CH2:10][CH2:9][N:8]3[C:12]([CH2:18][N:19]4[CH2:23][CH2:22][C:21](=[O:24])[CH2:20]4)=[C:13]([C:15]([NH2:17])=[O:16])[N:14]=[C:7]3[C:6]=2[CH:25]=1.[CH3:26][C:27]([OH:31])([C:29]#[CH:30])[CH3:28]. Given the product [OH:31][C:27]([CH3:28])([CH3:26])[C:29]#[C:30][C:2]1[CH:3]=[CH:4][C:5]2[O:11][CH2:10][CH2:9][N:8]3[C:12]([CH2:18][N:19]4[CH2:23][CH2:22][C:21](=[O:24])[CH2:20]4)=[C:13]([C:15]([NH2:17])=[O:16])[N:14]=[C:7]3[C:6]=2[CH:25]=1, predict the reactants needed to synthesize it. (6) Given the product [CH2:1]([N:8]1[CH2:14][CH2:13][C:12](=[O:15])[N:11]([CH3:21])[C:10]2[CH:16]=[N:17][C:18]([Cl:20])=[N:19][C:9]1=2)[C:2]1[CH:3]=[CH:4][CH:5]=[CH:6][CH:7]=1, predict the reactants needed to synthesize it. The reactants are: [CH2:1]([N:8]1[CH2:14][CH2:13][C:12](=[O:15])[NH:11][C:10]2[CH:16]=[N:17][C:18]([Cl:20])=[N:19][C:9]1=2)[C:2]1[CH:7]=[CH:6][CH:5]=[CH:4][CH:3]=1.[CH3:21]N(C)C(=O)C.IC.[H-].[Na+].